This data is from Catalyst prediction with 721,799 reactions and 888 catalyst types from USPTO. The task is: Predict which catalyst facilitates the given reaction. (1) Reactant: C([O:3][C:4](=O)[CH2:5][C:6]([CH3:26])([CH3:25])[C:7]([C:9]1[CH:14]=[CH:13][C:12]([O:15][CH2:16][CH2:17][CH2:18][N:19]2[CH2:23][CH2:22][CH2:21][C@H:20]2[CH3:24])=[CH:11][CH:10]=1)=O)C.O.[NH2:29][NH2:30]. Product: [CH3:25][C:6]1([CH3:26])[C:7]([C:9]2[CH:14]=[CH:13][C:12]([O:15][CH2:16][CH2:17][CH2:18][N:19]3[CH2:23][CH2:22][CH2:21][C@H:20]3[CH3:24])=[CH:11][CH:10]=2)=[N:30][NH:29][C:4](=[O:3])[CH2:5]1. The catalyst class is: 10. (2) Reactant: [NH2:1][C:2]1[CH2:7][CH2:6][CH2:5][CH2:4][C:3]=1[C:8]([O:10][CH2:11][CH3:12])=[O:9].[H][H]. Product: [C:8]([NH:1][C@@H:2]1[CH2:7][CH2:6][CH2:5][CH2:4][C@@H:3]1[C:8]([O:10][CH2:11][CH3:12])=[O:9])(=[O:9])[C:3]1[CH:4]=[CH:5][CH:6]=[CH:7][CH:2]=1. The catalyst class is: 5. (3) Product: [OH:5][C:3]([C:2]([F:7])([F:6])[F:1])=[O:4].[Br:8][C:9]1[CH:10]=[C:11]2[C:16]([NH:17][C@@H:18]3[CH2:32][C@@H:21]4[CH2:22][NH:23][CH2:24][C@@H:20]4[C@H:19]3[CH3:33])=[C:15]([C:34]([NH2:35])=[O:36])[CH:14]=[N:13][N:12]2[CH:37]=1. The catalyst class is: 4. Reactant: [F:1][C:2]([F:7])([F:6])[C:3]([OH:5])=[O:4].[Br:8][C:9]1[CH:10]=[C:11]2[C:16]([NH:17][C@@H:18]3[CH2:32][C@@H:21]4[CH2:22][N:23](C(OC(C)(C)C)=O)[CH2:24][C@@H:20]4[C@H:19]3[CH3:33])=[C:15]([C:34](=[O:36])[NH2:35])[CH:14]=[N:13][N:12]2[CH:37]=1. (4) Reactant: [Br:1][C:2]1[N:10]([CH2:11][C:12]2[C:17]([F:18])=[CH:16][CH:15]=[CH:14][C:13]=2[Cl:19])[C:9]2[C:8](=[O:20])[N:7]([CH3:21])[C:6](=[O:22])[NH:5][C:4]=2[N:3]=1.C([O-])([O-])=O.[K+].[K+].[CH:29](I)([CH3:31])[CH3:30]. Product: [Br:1][C:2]1[N:10]([CH2:11][C:12]2[C:17]([F:18])=[CH:16][CH:15]=[CH:14][C:13]=2[Cl:19])[C:9]2[C:8](=[O:20])[N:7]([CH3:21])[C:6](=[O:22])[N:5]([CH:29]([CH3:31])[CH3:30])[C:4]=2[N:3]=1. The catalyst class is: 3. (5) Reactant: C([N:8]1[C:17]2[C:16]3[CH:18]=[CH:19][CH:20]=[CH:21][C:15]=3[N:14]([C:22]([C:24]3[CH:36]=[CH:35][C:27]([CH2:28][NH:29][C:30]([CH:32]4[CH2:34][CH2:33]4)=[O:31])=[C:26]([CH3:37])[CH:25]=3)=[O:23])[CH2:13][CH2:12][C:11]=2[N:10]=[C:9]1[CH3:38])C1C=CC=CC=1.C1C=C2C(N/N=C3/C4C=CC(S([O-])(=O)=O)=CC=4C=C(S([O-])(=O)=O)C/3=O)=CC=C(S([O-])(=O)=O)C2=CC=1.[Na+].[Na+].[Na+].N1CCCC(=O)C2C=CC=CC1=2.C1CCCCC=1. Product: [CH3:37][C:26]1[CH:25]=[C:24]([C:22]([N:14]2[CH2:13][CH2:12][C:11]3[N:10]=[C:9]([CH3:38])[NH:8][C:17]=3[C:16]3[CH:18]=[CH:19][CH:20]=[CH:21][C:15]2=3)=[O:23])[CH:36]=[CH:35][C:27]=1[CH2:28][NH:29][C:30]([CH:32]1[CH2:33][CH2:34]1)=[O:31]. The catalyst class is: 29. (6) Reactant: [Cl:1][C:2]1[N:9]=[C:8]([NH:10][C:11]2[CH:15]=[C:14]([CH3:16])[NH:13][N:12]=2)[CH:7]=[C:6]([CH3:17])[C:3]=1[C:4]#[N:5].Cl.[F:19][C:20]1[CH:21]=[C:22]([CH:27]=[CH:28][CH:29]=1)[O:23][CH2:24][CH2:25][NH2:26].C(=O)([O-])O.[Na+].CS(C)=O. Product: [ClH:1].[F:19][C:20]1[CH:21]=[C:22]([CH:27]=[CH:28][CH:29]=1)[O:23][CH2:24][CH2:25][NH:26][C:2]1[N:9]=[C:8]([NH:10][C:11]2[CH:15]=[C:14]([CH3:16])[NH:13][N:12]=2)[CH:7]=[C:6]([CH3:17])[C:3]=1[C:4]#[N:5]. The catalyst class is: 6.